The task is: Predict the product of the given reaction.. This data is from Forward reaction prediction with 1.9M reactions from USPTO patents (1976-2016). Given the reactants [C:1]1([S:7]([N:10]2[C:14]3=[N:15][CH:16]=[C:17]([F:19])[CH:18]=[C:13]3[CH:12]=[CH:11]2)(=[O:9])=[O:8])[CH:6]=[CH:5][CH:4]=[CH:3][CH:2]=1.C([Li])CCC.CCCCCC.[CH3:31][CH:32]([CH3:36])[CH2:33][CH:34]=[O:35], predict the reaction product. The product is: [C:1]1([S:7]([N:10]2[C:14]3=[N:15][CH:16]=[C:17]([F:19])[CH:18]=[C:13]3[CH:12]=[C:11]2[CH:34]([OH:35])[CH2:33][CH:32]([CH3:36])[CH3:31])(=[O:9])=[O:8])[CH:6]=[CH:5][CH:4]=[CH:3][CH:2]=1.